Dataset: Forward reaction prediction with 1.9M reactions from USPTO patents (1976-2016). Task: Predict the product of the given reaction. (1) Given the reactants [CH3:1][O:2][C:3]1[C:8]([NH:9][C:10](=[O:35])[C:11]2[CH:16]=[C:15]([CH2:17][C:18]3[C:19](=[O:30])[C:20]([O:28][CH3:29])=[C:21]([O:26][CH3:27])[C:22](=[O:25])[C:23]=3[CH3:24])[CH:14]=[CH:13][C:12]=2[O:31]C(=O)C)=[CH:7][CH:6]=[CH:5][N:4]=1.C(=O)([O-])O.[Na+], predict the reaction product. The product is: [CH3:1][O:2][C:3]1[C:8]([NH:9][C:10](=[O:35])[C:11]2[CH:16]=[C:15]([CH2:17][C:18]3[C:19](=[O:30])[C:20]([O:28][CH3:29])=[C:21]([O:26][CH3:27])[C:22](=[O:25])[C:23]=3[CH3:24])[CH:14]=[CH:13][C:12]=2[OH:31])=[CH:7][CH:6]=[CH:5][N:4]=1. (2) Given the reactants [Br:1][C:2]1[CH:3]=[N:4][C:5]([N:8]([CH2:10][C@H:11]2[CH2:16][CH2:15][C@H:14]([C:17]([OH:19])=O)[CH2:13][CH2:12]2)[CH3:9])=[N:6][CH:7]=1.C(Cl)(=O)C(Cl)=O.[CH:26]1([NH2:29])[CH2:28][CH2:27]1, predict the reaction product. The product is: [CH:26]1([NH:29][C:17]([C@H:14]2[CH2:13][CH2:12][C@H:11]([CH2:10][N:8]([C:5]3[N:6]=[CH:7][C:2]([Br:1])=[CH:3][N:4]=3)[CH3:9])[CH2:16][CH2:15]2)=[O:19])[CH2:28][CH2:27]1. (3) Given the reactants [CH3:1][C:2]1[N:7]=[C:6]([S:8][CH2:9][CH2:10][OH:11])[CH:5]=[CH:4][C:3]=1[N+:12]([O-:14])=[O:13].N1C=CN=C1.[C:20]([Si:24](Cl)([CH3:26])[CH3:25])([CH3:23])([CH3:22])[CH3:21], predict the reaction product. The product is: [C:20]([Si:24]([CH3:26])([CH3:25])[O:11][CH2:10][CH2:9][S:8][C:6]1[N:7]=[C:2]([CH3:1])[C:3]([N+:12]([O-:14])=[O:13])=[CH:4][CH:5]=1)([CH3:23])([CH3:22])[CH3:21].